The task is: Predict the reactants needed to synthesize the given product.. This data is from Full USPTO retrosynthesis dataset with 1.9M reactions from patents (1976-2016). (1) Given the product [OH:12][C:6]1[CH:5]=[C:4]2[C:9]([CH2:10][CH2:11][C:2]([CH3:13])([CH3:1])[O:3]2)=[CH:8][C:7]=1[C:20]#[N:21], predict the reactants needed to synthesize it. The reactants are: [CH3:1][C:2]1([CH3:13])[CH2:11][CH2:10][C:9]2[C:4](=[CH:5][C:6]([OH:12])=[CH:7][CH:8]=2)[O:3]1.B(Cl)(Cl)Cl.CS[C:20]#[N:21].[Cl-].[Cl-].[Cl-].[Al+3].[OH-].[Na+]. (2) Given the product [Br:1][C:2]1[N:20]=[C:19]([CH:15]2[CH2:16][CH2:17][CH2:18][N:13]([C:11]([C:10]3[CH:9]=[CH:8][C:7]([F:6])=[CH:22][CH:21]=3)=[O:12])[CH2:14]2)[O:4][N:3]=1, predict the reactants needed to synthesize it. The reactants are: [Br:1][C:2](Br)=[N:3][OH:4].[F:6][C:7]1[CH:22]=[CH:21][C:10]([C:11]([N:13]2[CH2:18][CH2:17][CH2:16][CH:15]([C:19]#[N:20])[CH2:14]2)=[O:12])=[CH:9][CH:8]=1.C([O-])(O)=O.[Na+]. (3) Given the product [CH2:1]([C:8]1[C:9]([O:20][CH3:21])=[CH:10][CH:11]=[C:12]2[C:17]=1[C:16](=[O:18])[N:22]([CH2:30][CH2:29][CH2:28][CH2:32][OH:31])[C:14](=[O:19])[NH:13]2)[C:2]1[CH:3]=[CH:4][CH:5]=[CH:6][CH:7]=1, predict the reactants needed to synthesize it. The reactants are: [CH2:1]([C:8]1[C:17]2[C:16](=[O:18])O[C:14](=[O:19])[NH:13][C:12]=2[CH:11]=[CH:10][C:9]=1[O:20][CH3:21])[C:2]1[CH:7]=[CH:6][CH:5]=[CH:4][CH:3]=1.[NH2:22]CCCO.Cl.[CH2:28]1[CH2:32][O:31][CH2:30][CH2:29]1. (4) Given the product [CH2:37]([N:38]([CH2:42][C:12]1[N:17]=[C:16]([NH:18][C:19]([NH:21][C:22]2[N:23]=[C:24]([CH:27]3[CH2:28][CH2:29][NH:30][CH2:31][CH2:32]3)[S:25][CH:26]=2)=[O:20])[CH:15]=[CH:14][CH:13]=1)[CH2:39][CH3:40])[CH3:36], predict the reactants needed to synthesize it. The reactants are: C([BH-](CC)CC)C.[Li+].C(N(CC)[C:12]1[N:17]=[C:16]([NH:18][C:19]([NH:21][C:22]2[N:23]=[C:24]([C:27]3[CH:32]=[CH:31][N:30]=[CH:29][CH:28]=3)[S:25][CH:26]=2)=[O:20])[C:15](C)=[CH:14][CH:13]=1)C.[CH3:36][CH2:37][N:38]([CH:42](C)C)[CH:39](C)[CH3:40]. (5) Given the product [C:1]([O:5][C:6]([N:8]1[CH2:13][CH2:12][N:11]([CH2:14][C:15]2[CH:20]=[CH:19][CH:18]=[CH:17][CH:16]=2)[CH2:10][C@@H:9]1[CH2:21][CH2:22][O:23][C:30]1[CH:35]=[CH:34][CH:33]=[CH:32][CH:31]=1)=[O:7])([CH3:4])([CH3:3])[CH3:2], predict the reactants needed to synthesize it. The reactants are: [C:1]([O:5][C:6]([N:8]1[CH2:13][CH2:12][N:11]([CH2:14][C:15]2[CH:20]=[CH:19][CH:18]=[CH:17][CH:16]=2)[CH2:10][C@@H:9]1[CH2:21][CH2:22][O:23]S(C)(=O)=O)=[O:7])([CH3:4])([CH3:3])[CH3:2].[I-].[Na+].[C:30]1(O)[CH:35]=[CH:34][CH:33]=[CH:32][CH:31]=1. (6) The reactants are: Br[C:2]1[C:9]([O:10][CH2:11][CH2:12][CH2:13][Br:14])=[CH:8][CH:7]=[CH:6][C:3]=1[CH:4]=[O:5].[B:15]1([B:15]2[O:19][C:18]([CH3:21])([CH3:20])[C:17]([CH3:23])([CH3:22])[O:16]2)[O:19][C:18]([CH3:21])([CH3:20])[C:17]([CH3:23])([CH3:22])[O:16]1.CC([O-])=O.[K+]. Given the product [Br:14][CH2:13][CH2:12][CH2:11][O:10][C:9]1[C:2]([B:15]2[O:19][C:18]([CH3:21])([CH3:20])[C:17]([CH3:23])([CH3:22])[O:16]2)=[C:3]([CH:6]=[CH:7][CH:8]=1)[CH:4]=[O:5], predict the reactants needed to synthesize it. (7) Given the product [CH3:1][C:2]1[O:6][N:5]=[C:4]([C:7]2[CH:8]=[CH:9][CH:10]=[CH:11][CH:12]=2)[C:3]=1[CH2:13][O:14][C:15]1[N:16]=[CH:17][C:18]([C:19]([NH:30][S:27]([CH:24]2[CH2:26][CH2:25]2)(=[O:29])=[O:28])=[O:21])=[CH:22][CH:23]=1, predict the reactants needed to synthesize it. The reactants are: [CH3:1][C:2]1[O:6][N:5]=[C:4]([C:7]2[CH:12]=[CH:11][CH:10]=[CH:9][CH:8]=2)[C:3]=1[CH2:13][O:14][C:15]1[CH:23]=[CH:22][C:18]([C:19]([OH:21])=O)=[CH:17][N:16]=1.[CH:24]1([S:27]([NH2:30])(=[O:29])=[O:28])[CH2:26][CH2:25]1. (8) Given the product [CH:11]1([CH:5]([C:4]2[CH:3]=[C:2]([F:1])[CH:9]=[C:8]([F:10])[CH:7]=2)[OH:6])[CH2:13][CH2:12]1, predict the reactants needed to synthesize it. The reactants are: [F:1][C:2]1[CH:3]=[C:4]([CH:7]=[C:8]([F:10])[CH:9]=1)[CH:5]=[O:6].[CH:11]1([Mg]Br)[CH2:13][CH2:12]1.